This data is from Full USPTO retrosynthesis dataset with 1.9M reactions from patents (1976-2016). The task is: Predict the reactants needed to synthesize the given product. (1) Given the product [F:1][C:2]([F:21])([F:20])[O:3][C:4]1[CH:19]=[CH:18][C:7]([O:8][CH:9]2[CH2:12][N:11]([CH2:13][CH2:14][C:15]([Cl:24])=[O:16])[CH2:10]2)=[CH:6][CH:5]=1, predict the reactants needed to synthesize it. The reactants are: [F:1][C:2]([F:21])([F:20])[O:3][C:4]1[CH:19]=[CH:18][C:7]([O:8][CH:9]2[CH2:12][N:11]([CH2:13][CH2:14][C:15](O)=[O:16])[CH2:10]2)=[CH:6][CH:5]=1.S(Cl)([Cl:24])=O. (2) Given the product [CH3:4][O:3][P:1]([O-:6])([O-:5])=[O:2].[CH3:12][NH+:13]1[CH2:17][CH:16]([CH3:18])[N:15]([CH3:19])[CH:14]1[CH3:20].[CH3:12][NH+:13]1[CH2:17][CH:16]([CH3:18])[N:15]([CH3:19])[CH:14]1[CH3:20], predict the reactants needed to synthesize it. The reactants are: [P:1]([O-:6])([O-:5])([O:3][CH3:4])=[O:2].COC(=O)[O-].[CH3:12][NH+:13]1[CH2:17][CH:16]([CH3:18])[N:15]([CH3:19])[CH:14]1[CH3:20]. (3) Given the product [CH3:50][CH:51]([CH2:54][CH:55]=[CH2:56])[CH2:52][O:1][CH2:2][C@H:3]([NH:10][C:11](=[O:16])[CH2:12][CH2:13][CH:14]=[CH2:15])[C:4]1[CH:9]=[CH:8][CH:7]=[CH:6][CH:5]=1, predict the reactants needed to synthesize it. The reactants are: [OH:1][CH2:2][C@H:3]([NH:10][C:11](=[O:16])[CH2:12][CH2:13][CH:14]=[CH2:15])[C:4]1[CH:9]=[CH:8][CH:7]=[CH:6][CH:5]=1.N(/C(OC(C)C)=O)=N\C(OC(C)C)=O.C1(P(C2C=CC=CC=2)C2C=CC=CC=2)C=CC=CC=1.[CH3:50][CH:51]([CH2:54][CH:55]=[CH2:56])[CH2:52]O. (4) Given the product [C:1]([O:5][C:6](=[O:22])[NH:7][C:8]1[CH:13]=[CH:12][C:11]([C:14]2[CH:19]=[CH:18][CH:17]=[CH:16][C:15]=2[F:20])=[CH:10][C:9]=1[NH:21][C:28](=[O:27])[CH2:29][C:30]([C:32]1[N:33]=[C:34]([N:37]2[CH:41]=[C:40]([CH3:42])[N:39]=[CH:38]2)[S:35][CH:36]=1)=[O:31])([CH3:4])([CH3:2])[CH3:3], predict the reactants needed to synthesize it. The reactants are: [C:1]([O:5][C:6](=[O:22])[NH:7][C:8]1[CH:13]=[CH:12][C:11]([C:14]2[CH:19]=[CH:18][CH:17]=[CH:16][C:15]=2[F:20])=[CH:10][C:9]=1[NH2:21])([CH3:4])([CH3:3])[CH3:2].C([O:27][C:28](=O)[CH2:29][C:30]([C:32]1[N:33]=[C:34]([N:37]2[CH:41]=[C:40]([CH3:42])[N:39]=[CH:38]2)[S:35][CH:36]=1)=[O:31])(C)(C)C. (5) Given the product [F:10][C:11]1[C:16]([F:17])=[CH:15][CH:14]=[CH:13][C:12]=1[C:18]1([C:19]#[N:20])[CH2:8][CH2:7][O:6][CH2:5][CH2:4]1, predict the reactants needed to synthesize it. The reactants are: [H-].[Na+].Br[CH2:4][CH2:5][O:6][CH2:7][CH2:8]Br.[F:10][C:11]1[C:16]([F:17])=[CH:15][CH:14]=[CH:13][C:12]=1[CH2:18][C:19]#[N:20]. (6) Given the product [CH3:7][O:8][C:9]([C:11]1[CH:20]=[CH:19][C:14]2[N:15]([CH2:23][CH:22]=[CH2:21])[C:16](=[O:18])[N:17]([CH2:3][CH:2]=[CH2:5])[C:13]=2[CH:12]=1)=[O:10], predict the reactants needed to synthesize it. The reactants are: C[C:2]([CH3:5])([O-])[CH3:3].[K+].[CH3:7][O:8][C:9]([C:11]1[CH:20]=[CH:19][C:14]2[NH:15][C:16](=[O:18])[NH:17][C:13]=2[CH:12]=1)=[O:10].[CH2:21](Br)[CH:22]=[CH2:23].Cl. (7) Given the product [Br:1][C:2]1[CH:3]=[C:4]([N+:17]([O-:19])=[O:18])[C:5]([CH3:11])=[C:6]([CH:10]=1)[C:7]([OH:9])=[O:8], predict the reactants needed to synthesize it. The reactants are: [Br:1][C:2]1[CH:3]=[CH:4][C:5]([CH3:11])=[C:6]([CH:10]=1)[C:7]([OH:9])=[O:8].OS(O)(=O)=O.[N+:17]([O-])([OH:19])=[O:18].